Task: Predict which catalyst facilitates the given reaction.. Dataset: Catalyst prediction with 721,799 reactions and 888 catalyst types from USPTO Reactant: [CH3:1][C:2]1([C:7]2[O:11][N:10]=[C:9]([CH2:12][OH:13])[CH:8]=2)OCC[O:3]1.[OH-].[Na+]. Product: [OH:13][CH2:12][C:9]1[CH:8]=[C:7]([C:2](=[O:3])[CH3:1])[O:11][N:10]=1. The catalyst class is: 5.